This data is from Blood-brain barrier permeability regression values from the B3DB database. The task is: Regression/Classification. Given a drug SMILES string, predict its absorption, distribution, metabolism, or excretion properties. Task type varies by dataset: regression for continuous measurements (e.g., permeability, clearance, half-life) or binary classification for categorical outcomes (e.g., BBB penetration, CYP inhibition). For this dataset (b3db_regression), we predict Y. (1) The molecule is C1=NN(N=C1C(=O)N)C2C(C(C(O2)CO)O)O. The Y is -0.670 log(BB ratio). (2) The drug is CC1(CC(CC(N1)(C)C)OC2=NC(=NC(=C2C(=O)NC)NCC3CCC4(CCC4)CC3)C#N)C. The Y is -0.240 log(BB ratio). (3) The drug is COC1=C2C3=C(CNCC[C@]34C=C[C@@H](C[C@@H]4O2)O)C=C1. The Y is 0.180 log(BB ratio). (4) The molecule is CCOC(=O)C1(CCN(CC1)C)C2=CC=CC=C2. The Y is 0.850 log(BB ratio). (5) The molecule is CC1C(C2=C(N1C(=O)C3=CC=C(C=C3)Cl)C=CC(=C2)OC)CC(=O)O. The Y is -1.26 log(BB ratio).